Dataset: Peptide-MHC class II binding affinity with 134,281 pairs from IEDB. Task: Regression. Given a peptide amino acid sequence and an MHC pseudo amino acid sequence, predict their binding affinity value. This is MHC class II binding data. (1) The MHC is DRB1_1302 with pseudo-sequence DRB1_1302. The binding affinity (normalized) is 0.750. The peptide sequence is KYKIAGGIAGGLALL. (2) The peptide sequence is GELQIVDKCDAAFKI. The MHC is DRB1_1501 with pseudo-sequence DRB1_1501. The binding affinity (normalized) is 0.453. (3) The peptide sequence is EAAVKQAYAATVAAA. The MHC is DRB1_1101 with pseudo-sequence DRB1_1101. The binding affinity (normalized) is 0.305.